This data is from NCI-60 drug combinations with 297,098 pairs across 59 cell lines. The task is: Regression. Given two drug SMILES strings and cell line genomic features, predict the synergy score measuring deviation from expected non-interaction effect. (1) Drug 1: C1=C(C(=O)NC(=O)N1)N(CCCl)CCCl. Drug 2: CCC(=C(C1=CC=CC=C1)C2=CC=C(C=C2)OCCN(C)C)C3=CC=CC=C3.C(C(=O)O)C(CC(=O)O)(C(=O)O)O. Cell line: CCRF-CEM. Synergy scores: CSS=64.1, Synergy_ZIP=7.80, Synergy_Bliss=8.54, Synergy_Loewe=3.13, Synergy_HSA=7.93. (2) Drug 1: COC1=C(C=C2C(=C1)N=CN=C2NC3=CC(=C(C=C3)F)Cl)OCCCN4CCOCC4. Drug 2: CCC1(CC2CC(C3=C(CCN(C2)C1)C4=CC=CC=C4N3)(C5=C(C=C6C(=C5)C78CCN9C7C(C=CC9)(C(C(C8N6C)(C(=O)OC)O)OC(=O)C)CC)OC)C(=O)OC)O.OS(=O)(=O)O. Cell line: UACC62. Synergy scores: CSS=39.3, Synergy_ZIP=-3.29, Synergy_Bliss=-0.656, Synergy_Loewe=-3.24, Synergy_HSA=1.74. (3) Drug 1: CC1=C(C=C(C=C1)NC2=NC=CC(=N2)N(C)C3=CC4=NN(C(=C4C=C3)C)C)S(=O)(=O)N.Cl. Drug 2: CC12CCC(CC1=CCC3C2CCC4(C3CC=C4C5=CN=CC=C5)C)O. Cell line: SW-620. Synergy scores: CSS=3.44, Synergy_ZIP=5.12, Synergy_Bliss=7.05, Synergy_Loewe=-5.35, Synergy_HSA=-3.56. (4) Drug 1: CC(C1=C(C=CC(=C1Cl)F)Cl)OC2=C(N=CC(=C2)C3=CN(N=C3)C4CCNCC4)N. Drug 2: CC(C)CN1C=NC2=C1C3=CC=CC=C3N=C2N. Cell line: NCI-H522. Synergy scores: CSS=-8.03, Synergy_ZIP=5.67, Synergy_Bliss=-8.93, Synergy_Loewe=-12.3, Synergy_HSA=-11.0. (5) Drug 1: C1CN1C2=NC(=NC(=N2)N3CC3)N4CC4. Drug 2: C1=NC2=C(N1)C(=S)N=C(N2)N. Cell line: CCRF-CEM. Synergy scores: CSS=81.9, Synergy_ZIP=3.61, Synergy_Bliss=4.15, Synergy_Loewe=3.82, Synergy_HSA=7.38. (6) Drug 1: C1CCC(CC1)NC(=O)N(CCCl)N=O. Drug 2: C1=NC2=C(N1)C(=S)N=CN2. Cell line: HT29. Synergy scores: CSS=21.8, Synergy_ZIP=-11.9, Synergy_Bliss=-5.50, Synergy_Loewe=-16.4, Synergy_HSA=-5.12. (7) Drug 1: CN(C)C1=NC(=NC(=N1)N(C)C)N(C)C. Drug 2: CN(CC1=CN=C2C(=N1)C(=NC(=N2)N)N)C3=CC=C(C=C3)C(=O)NC(CCC(=O)O)C(=O)O. Cell line: HCC-2998. Synergy scores: CSS=19.7, Synergy_ZIP=-1.20, Synergy_Bliss=3.00, Synergy_Loewe=-23.0, Synergy_HSA=-0.381. (8) Drug 1: CC(C1=C(C=CC(=C1Cl)F)Cl)OC2=C(N=CC(=C2)C3=CN(N=C3)C4CCNCC4)N. Drug 2: C1CCC(C1)C(CC#N)N2C=C(C=N2)C3=C4C=CNC4=NC=N3. Cell line: DU-145. Synergy scores: CSS=8.63, Synergy_ZIP=-2.96, Synergy_Bliss=5.43, Synergy_Loewe=2.69, Synergy_HSA=3.69.